Task: Binary Classification. Given a drug SMILES string, predict its activity (active/inactive) in a high-throughput screening assay against a specified biological target.. Dataset: M1 muscarinic receptor agonist screen with 61,833 compounds (1) The result is 0 (inactive). The molecule is S(=O)(=O)(N(CC(=O)NC1CCCC1)c1ccc(cc1)CC)c1c(onc1C)C. (2) The drug is Fc1ccc(CNC(=O)Cn2nc(nn2)c2cc(OCC)c(OCC)cc2)cc1. The result is 0 (inactive). (3) The drug is OC(=O)CCc1n(Cc2ccccc2)c2ncccc2n1. The result is 0 (inactive). (4) The molecule is O1c2cc3C(CC(=O)Nc3cc2OCC1)c1cccnc1. The result is 0 (inactive). (5) The compound is Clc1nc2sccn2c1C(=O)N(C1CCCCC1)C. The result is 0 (inactive). (6) The compound is S(=O)(=O)(N(c1ccc(cc1)C(=O)Nc1sccn1)C)c1ccccc1. The result is 0 (inactive). (7) The molecule is s1c(nn2c1nnc2c1c(OC)cccc1)C1CCCCC1. The result is 0 (inactive).